This data is from Full USPTO retrosynthesis dataset with 1.9M reactions from patents (1976-2016). The task is: Predict the reactants needed to synthesize the given product. (1) Given the product [CH3:65][C:62]1[S:61][C:60]([NH:59][C:48]([C:43]2([CH2:42][CH:41]([CH2:51][CH2:52][C:53]3[CH:54]=[CH:55][CH:56]=[CH:57][CH:58]=3)[C:39]([O:38][CH2:31][C:32]3[CH:37]=[CH:36][CH:35]=[CH:34][CH:33]=3)=[O:40])[CH2:47][CH2:46][CH2:45][CH2:44]2)=[O:49])=[N:64][N:63]=1, predict the reactants needed to synthesize it. The reactants are: Cl.CN(C)CCCN=C=NCC.O.ON1C2C=CC=CC=2N=N1.CN1CCOCC1.[CH2:31]([O:38][C:39]([CH:41]([CH2:51][CH2:52][C:53]1[CH:58]=[CH:57][CH:56]=[CH:55][CH:54]=1)[CH2:42][C:43]1([C:48](O)=[O:49])[CH2:47][CH2:46][CH2:45][CH2:44]1)=[O:40])[C:32]1[CH:37]=[CH:36][CH:35]=[CH:34][CH:33]=1.[NH2:59][C:60]1[S:61][C:62]([CH3:65])=[N:63][N:64]=1. (2) Given the product [I:1][C:2]1[CH:6]=[CH:5][N:4]([C:7]([CH3:16])([CH3:15])[C:8]([OH:10])=[O:9])[N:3]=1, predict the reactants needed to synthesize it. The reactants are: [I:1][C:2]1[CH:6]=[CH:5][N:4]([C:7]([CH3:16])([CH3:15])[C:8]([O:10]C(C)(C)C)=[O:9])[N:3]=1. (3) Given the product [CH2:30]([O:29][C:27]([N:15]1[CH2:16][CH2:17][CH:13]([CH2:12][C:9]2([NH:8][C:6]([O:5][C:1]([CH3:4])([CH3:3])[CH3:2])=[O:7])[CH2:10][CH2:11]2)[CH2:14]1)=[O:28])[C:31]1[CH:36]=[CH:35][CH:34]=[CH:33][CH:32]=1, predict the reactants needed to synthesize it. The reactants are: [C:1]([O:5][C:6]([NH:8][C:9]1([CH2:12][CH:13]2[CH2:17][CH2:16][N:15]([C@@H](C3C=CC=CC=3)C)[CH2:14]2)[CH2:11][CH2:10]1)=[O:7])([CH3:4])([CH3:3])[CH3:2].Cl[C:27]([O:29][CH2:30][C:31]1[CH:36]=[CH:35][CH:34]=[CH:33][CH:32]=1)=[O:28]. (4) Given the product [C:1]([N:4]1[C@@H:12]([C:13]2[CH:18]=[CH:17][C:16]([OH:19])=[CH:15][CH:14]=2)[C@@H:11]2[C:6]([C:7]3[CH:30]=[C:29]([O:31][CH3:32])[CH:28]=[CH:27][C:8]=3[CH2:9][CH2:10]2)=[N:5]1)(=[O:3])[CH3:2], predict the reactants needed to synthesize it. The reactants are: [C:1]([N:4]1[C@@H:12]([C:13]2[CH:18]=[CH:17][C:16]([O:19]CC3C=CC=CC=3)=[CH:15][CH:14]=2)[C@@H:11]2[C:6]([C:7]3[CH:30]=[C:29]([O:31][CH3:32])[CH:28]=[CH:27][C:8]=3[CH2:9][CH2:10]2)=[N:5]1)(=[O:3])[CH3:2]. (5) Given the product [CH3:24][C:14]1[CH:19]=[CH:18][C:17]([S:20]([N:1]2[C:9]3[C:4](=[CH:5][C:6]([CH:10]=[O:11])=[CH:7][CH:8]=3)[CH:3]=[CH:2]2)(=[O:22])=[O:21])=[CH:16][CH:15]=1, predict the reactants needed to synthesize it. The reactants are: [NH:1]1[C:9]2[C:4](=[CH:5][C:6]([CH:10]=[O:11])=[CH:7][CH:8]=2)[CH:3]=[CH:2]1.[H-].[Na+].[C:14]1([CH3:24])[CH:19]=[CH:18][C:17]([S:20](Cl)(=[O:22])=[O:21])=[CH:16][CH:15]=1.O.